Dataset: Peptide-MHC class I binding affinity with 185,985 pairs from IEDB/IMGT. Task: Regression. Given a peptide amino acid sequence and an MHC pseudo amino acid sequence, predict their binding affinity value. This is MHC class I binding data. (1) The peptide sequence is ISHNFCNL. The MHC is H-2-Db with pseudo-sequence H-2-Db. The binding affinity (normalized) is 0.160. (2) The peptide sequence is PYLFWLAAI. The MHC is HLA-A68:01 with pseudo-sequence HLA-A68:01. The binding affinity (normalized) is 0. (3) The peptide sequence is DIRQDVIAM. The MHC is HLA-A30:01 with pseudo-sequence HLA-A30:01. The binding affinity (normalized) is 0.0847.